From a dataset of Forward reaction prediction with 1.9M reactions from USPTO patents (1976-2016). Predict the product of the given reaction. The product is: [N:1]1([CH:7]2[CH2:8][CH2:9][CH:10]([C:13]([O:15][CH2:20][CH3:21])=[O:14])[CH2:11][CH2:12]2)[CH2:5][CH2:4][CH2:3][C:2]1=[O:6]. Given the reactants [N:1]1([CH:7]2[CH2:12][CH2:11][CH:10]([C:13]([OH:15])=[O:14])[CH2:9][CH2:8]2)[CH2:5][CH2:4][CH2:3][C:2]1=[O:6].S(Cl)(Cl)=O.[CH2:20](O)[CH3:21], predict the reaction product.